Task: Regression. Given a peptide amino acid sequence and an MHC pseudo amino acid sequence, predict their binding affinity value. This is MHC class I binding data.. Dataset: Peptide-MHC class I binding affinity with 185,985 pairs from IEDB/IMGT (1) The peptide sequence is AENKKFKLH. The MHC is HLA-B07:02 with pseudo-sequence HLA-B07:02. The binding affinity (normalized) is 0.0847. (2) The peptide sequence is RPLTQQRPL. The MHC is HLA-B07:02 with pseudo-sequence HLA-B07:02. The binding affinity (normalized) is 0.990. (3) The peptide sequence is TAKVIKLVK. The MHC is HLA-A03:01 with pseudo-sequence HLA-A03:01. The binding affinity (normalized) is 0. (4) The peptide sequence is QTIASKKDK. The MHC is HLA-A68:01 with pseudo-sequence HLA-A68:01. The binding affinity (normalized) is 0.484. (5) The peptide sequence is PLMGGAYIAFPTSCHMFI. The MHC is HLA-B51:01 with pseudo-sequence HLA-B51:01. The binding affinity (normalized) is 0.440. (6) The peptide sequence is PVNSWLGNI. The MHC is Patr-B0101 with pseudo-sequence Patr-B0101. The binding affinity (normalized) is 0.150. (7) The peptide sequence is LTFLHTLYK. The MHC is HLA-B15:17 with pseudo-sequence HLA-B15:17. The binding affinity (normalized) is 0.499. (8) The peptide sequence is IPYSLDSWWTSL. The binding affinity (normalized) is 1.00. The MHC is H-2-Ld with pseudo-sequence H-2-Ld. (9) The peptide sequence is FVGLALLTL. The binding affinity (normalized) is 0.0160. The MHC is Patr-A0701 with pseudo-sequence Patr-A0701. (10) The peptide sequence is FIDTIKSLDY. The MHC is HLA-A26:01 with pseudo-sequence HLA-A26:01. The binding affinity (normalized) is 0.0644.